Dataset: Peptide-MHC class II binding affinity with 134,281 pairs from IEDB. Task: Regression. Given a peptide amino acid sequence and an MHC pseudo amino acid sequence, predict their binding affinity value. This is MHC class II binding data. The peptide sequence is VDIINRWQVVAPQLP. The MHC is DRB1_0701 with pseudo-sequence DRB1_0701. The binding affinity (normalized) is 0.435.